This data is from Cav3 T-type calcium channel HTS with 100,875 compounds. The task is: Binary Classification. Given a drug SMILES string, predict its activity (active/inactive) in a high-throughput screening assay against a specified biological target. (1) The compound is S(=O)(=O)(NCC1OCCC1)c1ccc(OCC(OCC)=O)cc1. The result is 0 (inactive). (2) The compound is S(c1c([nH]nc1C)C)CC(=O)Nc1ccc(OC)cc1. The result is 0 (inactive). (3) The drug is Clc1c(OCc2onc(n2)c2ccncc2)cccc1. The result is 0 (inactive). (4) The drug is N(CCC=1CCCCC1)c1n(nnn1)c1ccccc1. The result is 0 (inactive).